Dataset: CYP2D6 inhibition data for predicting drug metabolism from PubChem BioAssay. Task: Regression/Classification. Given a drug SMILES string, predict its absorption, distribution, metabolism, or excretion properties. Task type varies by dataset: regression for continuous measurements (e.g., permeability, clearance, half-life) or binary classification for categorical outcomes (e.g., BBB penetration, CYP inhibition). Dataset: cyp2d6_veith. (1) The molecule is CNc1ncnc2ccc(-c3ccccc3CN(C)C)cc12. The result is 1 (inhibitor). (2) The compound is COc1cc([C@H](O)CO)ccc1O. The result is 0 (non-inhibitor). (3) The drug is COc1ccc(N(C(=O)Cn2nnc3ccccc32)C2(C(=O)NC3CCCC3)CCCCC2)cc1. The result is 1 (inhibitor). (4) The molecule is CCCOc1ccc2[nH]cc(C3=CCNCC3)c2n1. The result is 0 (non-inhibitor). (5) The compound is Cc1ccc2oc(-c3cccc(NC(=S)NC(=O)/C=C/c4ccco4)c3)nc2c1. The result is 0 (non-inhibitor).